Dataset: Forward reaction prediction with 1.9M reactions from USPTO patents (1976-2016). Task: Predict the product of the given reaction. (1) Given the reactants C([O:3][C:4](=[O:25])[C@@H:5]([O:22][CH2:23][CH3:24])[CH2:6][C:7]1[CH:12]=[CH:11][C:10]([O:13][CH2:14][C:15]2[S:16][C:17](Br)=[CH:18][C:19]=2[CH3:20])=[CH:9][CH:8]=1)C.[C:26]([C:28]1[CH:33]=[CH:32][C:31](B(O)O)=[CH:30][CH:29]=1)#[N:27], predict the reaction product. The product is: [C:26]([C:28]1[CH:33]=[CH:32][C:31]([C:17]2[S:16][C:15]([CH2:14][O:13][C:10]3[CH:9]=[CH:8][C:7]([CH2:6][C@H:5]([O:22][CH2:23][CH3:24])[C:4]([OH:3])=[O:25])=[CH:12][CH:11]=3)=[C:19]([CH3:20])[CH:18]=2)=[CH:30][CH:29]=1)#[N:27]. (2) Given the reactants [N+:1]([C:4]1[CH:26]=[CH:25][C:7]([CH2:8][N:9]([CH2:15][C:16]2[CH:21]=[CH:20][C:19]([N+:22]([O-])=O)=[CH:18][CH:17]=2)[C@@H:10]2[CH2:14][CH2:13][O:12][CH2:11]2)=[CH:6][CH:5]=1)([O-])=O.[N+](C1C=CC(CN(CC2C=CC([N+]([O-])=O)=CC=2)C2C=CC=CC=2)=CC=1)([O-])=O, predict the reaction product. The product is: [NH2:22][C:19]1[CH:18]=[CH:17][C:16]([CH2:15][N:9]([CH2:8][C:7]2[CH:25]=[CH:26][C:4]([NH2:1])=[CH:5][CH:6]=2)[C@@H:10]2[CH2:14][CH2:13][O:12][CH2:11]2)=[CH:21][CH:20]=1. (3) The product is: [F:22][C:19]1[CH:18]=[CH:17][C:16]([C:10]2[C:9]3[C:13](=[CH:14][CH:15]=[C:7]([C:5]4[N:6]=[C:25]([CH2:26][N:27]5[CH2:31][CH2:30][CH2:29][C:28]5=[O:32])[NH:24][N:23]=4)[CH:8]=3)[NH:12][N:11]=2)=[CH:21][CH:20]=1. Given the reactants Cl.C(O[C:5]([C:7]1[CH:8]=[C:9]2[C:13](=[CH:14][CH:15]=1)[NH:12][N:11]=[C:10]2[C:16]1[CH:21]=[CH:20][C:19]([F:22])=[CH:18][CH:17]=1)=[NH:6])C.[NH2:23][NH:24][C:25](=O)[CH2:26][N:27]1[CH2:31][CH2:30][CH2:29][C:28]1=[O:32].C[O-].[Na+], predict the reaction product. (4) Given the reactants OCC[CH2:4][N:5]1[CH:9]=[C:8]([C:10]2[CH:11]=[CH:12][C:13]([NH:21][C:22]3[C:27]([C:28]([F:31])([F:30])[F:29])=[CH:26][N:25]=[C:24]([NH:32][C:33]4[CH:47]=[CH:46][C:36]([CH2:37][P:38](=[O:45])([O:42][CH2:43][CH3:44])[O:39][CH2:40][CH3:41])=[CH:35][C:34]=4[O:48][CH3:49])[N:23]=3)=[C:14]3[C:18]=2[CH2:17][N:16]([CH3:19])[C:15]3=[O:20])[CH:7]=[N:6]1.N[C:51]1C=CC(C2C=NN(CCCCO)C=2)=C2[C:59]=1[C:58](=[O:60])N(C)C2, predict the reaction product. The product is: [OH:60][CH2:58][CH2:59][CH2:51][CH2:4][N:5]1[CH:9]=[C:8]([C:10]2[CH:11]=[CH:12][C:13]([NH:21][C:22]3[C:27]([C:28]([F:31])([F:30])[F:29])=[CH:26][N:25]=[C:24]([NH:32][C:33]4[CH:47]=[CH:46][C:36]([CH2:37][P:38](=[O:45])([O:42][CH2:43][CH3:44])[O:39][CH2:40][CH3:41])=[CH:35][C:34]=4[O:48][CH3:49])[N:23]=3)=[C:14]3[C:18]=2[CH2:17][N:16]([CH3:19])[C:15]3=[O:20])[CH:7]=[N:6]1.